This data is from Full USPTO retrosynthesis dataset with 1.9M reactions from patents (1976-2016). The task is: Predict the reactants needed to synthesize the given product. (1) The reactants are: Br[C:2]1[N:3]([C:8]2[CH:13]=[CH:12][C:11]([Cl:14])=[CH:10][C:9]=2[Cl:15])[CH:4]=[C:5]([Br:7])[N:6]=1.C(=O)([O-])[O-].[Cs+].[Cs+].[CH3:22][Si:23]([CH3:37])([CH3:36])[CH2:24][CH2:25][O:26][CH2:27][N:28]1[C:32](B(O)O)=[CH:31][CH:30]=[N:29]1. Given the product [Br:7][C:5]1[N:6]=[C:2]([C:32]2[N:28]([CH2:27][O:26][CH2:25][CH2:24][Si:23]([CH3:37])([CH3:36])[CH3:22])[N:29]=[CH:30][CH:31]=2)[N:3]([C:8]2[CH:13]=[CH:12][C:11]([Cl:14])=[CH:10][C:9]=2[Cl:15])[CH:4]=1, predict the reactants needed to synthesize it. (2) Given the product [N+:1]([C:4]1[CH:5]=[N:6][N:7]([CH2:14][CH:15]2[CH2:18][O:17][CH2:16]2)[CH:8]=1)([O-:3])=[O:2], predict the reactants needed to synthesize it. The reactants are: [N+:1]([C:4]1[CH:5]=[N:6][NH:7][CH:8]=1)([O-:3])=[O:2].CS(O[CH2:14][CH:15]1[CH2:18][O:17][CH2:16]1)(=O)=O.C(=O)([O-])[O-].[Cs+].[Cs+].[Cl-].[NH4+].